This data is from Forward reaction prediction with 1.9M reactions from USPTO patents (1976-2016). The task is: Predict the product of the given reaction. Given the reactants [CH3:1][O:2][CH2:3][CH2:4][O:5][C:6]1[CH:14]=[CH:13][C:9]2[O:10][CH2:11][O:12][C:8]=2[C:7]=1[C:15]1[C:16]2[NH:23][CH:22]=[C:21]([C:24](O)=[O:25])[C:17]=2[N:18]=[CH:19][N:20]=1.[C:27]([O:31][C:32](=[O:41])[NH:33][C@H:34]1[CH2:39][CH2:38][C@H:37]([NH2:40])[CH2:36][CH2:35]1)([CH3:30])([CH3:29])[CH3:28], predict the reaction product. The product is: [C:27]([O:31][C:32](=[O:41])[NH:33][C@H:34]1[CH2:35][CH2:36][C@H:37]([NH:40][C:24]([C:21]2[C:17]3[N:18]=[CH:19][N:20]=[C:15]([C:7]4[C:8]5[O:12][CH2:11][O:10][C:9]=5[CH:13]=[CH:14][C:6]=4[O:5][CH2:4][CH2:3][O:2][CH3:1])[C:16]=3[NH:23][CH:22]=2)=[O:25])[CH2:38][CH2:39]1)([CH3:30])([CH3:28])[CH3:29].